From a dataset of NCI-60 drug combinations with 297,098 pairs across 59 cell lines. Regression. Given two drug SMILES strings and cell line genomic features, predict the synergy score measuring deviation from expected non-interaction effect. (1) Drug 1: C1CN1P(=S)(N2CC2)N3CC3. Drug 2: C(CN)CNCCSP(=O)(O)O. Cell line: MDA-MB-231. Synergy scores: CSS=16.4, Synergy_ZIP=-4.13, Synergy_Bliss=3.72, Synergy_Loewe=-5.97, Synergy_HSA=4.50. (2) Drug 1: CC1=C(C=C(C=C1)NC2=NC=CC(=N2)N(C)C3=CC4=NN(C(=C4C=C3)C)C)S(=O)(=O)N.Cl. Drug 2: CC1OCC2C(O1)C(C(C(O2)OC3C4COC(=O)C4C(C5=CC6=C(C=C35)OCO6)C7=CC(=C(C(=C7)OC)O)OC)O)O. Cell line: SW-620. Synergy scores: CSS=38.2, Synergy_ZIP=9.65, Synergy_Bliss=5.94, Synergy_Loewe=-22.7, Synergy_HSA=-1.16.